Dataset: Catalyst prediction with 721,799 reactions and 888 catalyst types from USPTO. Task: Predict which catalyst facilitates the given reaction. (1) Reactant: [Cl:1][C:2]1[CH:7]=[CH:6][C:5]([NH:8][C:9](=[O:15])[O:10][C:11]([CH3:14])([CH3:13])[CH3:12])=[C:4]([C:16]2[CH:24]=[C:23]3[N:19]([CH:20]([CH:25]=O)[CH2:21][CH2:22]3)[C:18](=[O:27])[CH:17]=2)[CH:3]=1.[C:28](=O)([O-])[O-].[K+].[K+].COP(C(=[N+]=[N-])C(=O)C)(=O)OC.C(=O)([O-])O.[Na+]. Product: [Cl:1][C:2]1[CH:7]=[CH:6][C:5]([NH:8][C:9](=[O:15])[O:10][C:11]([CH3:12])([CH3:13])[CH3:14])=[C:4]([C:16]2[CH:24]=[C:23]3[N:19]([CH:20]([C:25]#[CH:28])[CH2:21][CH2:22]3)[C:18](=[O:27])[CH:17]=2)[CH:3]=1. The catalyst class is: 5. (2) Reactant: [F:1][C:2]([F:19])([F:18])[C:3]1[CH:4]=[C:5]([PH:13](=[O:17])[O:14][CH2:15][CH3:16])[CH:6]=[C:7]([C:9]([F:12])([F:11])[F:10])[CH:8]=1.Br[C:21]1[CH:26]=[CH:25][C:24]([O:27][CH:28]([CH3:30])[CH3:29])=[C:23]([CH:31]=[CH2:32])[CH:22]=1.C(N(CC)CC)C. Product: [CH2:15]([O:14][P:13]([C:5]1[CH:4]=[C:3]([C:2]([F:1])([F:18])[F:19])[CH:8]=[C:7]([C:9]([F:12])([F:11])[F:10])[CH:6]=1)([C:21]1[CH:26]=[CH:25][C:24]([O:27][CH:28]([CH3:29])[CH3:30])=[C:23]([CH:31]=[CH2:32])[CH:22]=1)=[O:17])[CH3:16]. The catalyst class is: 533. (3) Reactant: [CH2:1]([O:3][C:4]([C:6]1[C:7]([C:11]([F:14])([F:13])[F:12])=[N:8][NH:9][CH:10]=1)=[O:5])[CH3:2].I[CH:16]([CH3:18])[CH3:17].C(=O)([O-])[O-].[K+].[K+].O. Product: [CH2:1]([O:3][C:4]([C:6]1[C:7]([C:11]([F:13])([F:14])[F:12])=[N:8][N:9]([CH:16]([CH3:18])[CH3:17])[CH:10]=1)=[O:5])[CH3:2].[CH2:1]([O:3][C:4]([C:6]1[CH:10]=[N:9][N:8]([CH:16]([CH3:18])[CH3:17])[C:7]=1[C:11]([F:13])([F:14])[F:12])=[O:5])[CH3:2]. The catalyst class is: 10.